Dataset: Retrosynthesis with 50K atom-mapped reactions and 10 reaction types from USPTO. Task: Predict the reactants needed to synthesize the given product. Given the product CC(=O)Nc1ccn(Cc2c(F)cccc2Cl)n1, predict the reactants needed to synthesize it. The reactants are: CC(=O)Nc1cc[nH]n1.Fc1cccc(Cl)c1CBr.